This data is from NCI-60 drug combinations with 297,098 pairs across 59 cell lines. The task is: Regression. Given two drug SMILES strings and cell line genomic features, predict the synergy score measuring deviation from expected non-interaction effect. (1) Drug 1: CC1=CC=C(C=C1)C2=CC(=NN2C3=CC=C(C=C3)S(=O)(=O)N)C(F)(F)F. Drug 2: CC(C)NC(=O)C1=CC=C(C=C1)CNNC.Cl. Cell line: UACC62. Synergy scores: CSS=-2.07, Synergy_ZIP=2.12, Synergy_Bliss=3.30, Synergy_Loewe=-0.717, Synergy_HSA=-0.531. (2) Drug 1: CC=C1C(=O)NC(C(=O)OC2CC(=O)NC(C(=O)NC(CSSCCC=C2)C(=O)N1)C(C)C)C(C)C. Drug 2: CS(=O)(=O)CCNCC1=CC=C(O1)C2=CC3=C(C=C2)N=CN=C3NC4=CC(=C(C=C4)OCC5=CC(=CC=C5)F)Cl. Cell line: MDA-MB-435. Synergy scores: CSS=6.54, Synergy_ZIP=1.75, Synergy_Bliss=0.933, Synergy_Loewe=-42.6, Synergy_HSA=-2.34. (3) Drug 1: COC1=CC(=CC(=C1O)OC)C2C3C(COC3=O)C(C4=CC5=C(C=C24)OCO5)OC6C(C(C7C(O6)COC(O7)C8=CC=CS8)O)O. Drug 2: C1CCC(C(C1)N)N.C(=O)(C(=O)[O-])[O-].[Pt+4]. Cell line: NCI-H460. Synergy scores: CSS=47.3, Synergy_ZIP=4.91, Synergy_Bliss=3.77, Synergy_Loewe=-8.56, Synergy_HSA=4.67.